From a dataset of Forward reaction prediction with 1.9M reactions from USPTO patents (1976-2016). Predict the product of the given reaction. (1) Given the reactants [CH2:1](Br)[C:2]1[CH:7]=[CH:6][CH:5]=[CH:4][CH:3]=1.[CH3:9][C:10]1[CH:11]=[C:12]([OH:18])[CH:13]=[C:14]([CH3:17])[C:15]=1[Br:16].C([O-])([O-])=[O:20].[K+].[K+].Cl, predict the reaction product. The product is: [CH3:9][C:10]1[C:11]([O:20][CH2:1][C:2]2[CH:7]=[CH:6][CH:5]=[CH:4][CH:3]=2)=[C:12]([OH:18])[CH:13]=[C:14]([CH3:17])[C:15]=1[Br:16]. (2) Given the reactants [CH3:1][O:2][C:3]1[CH:23]=[CH:22][C:6]([CH2:7][N:8]2[C:12]3=[N:13][CH:14]=[C:15]4[C:19](=[O:20])[NH:18][C:17](=[O:21])[C:16]4=[C:11]3[CH:10]=[N:9]2)=[CH:5][CH:4]=1.[H-].[Na+].Br[CH2:27][CH2:28][C:29]1[CH:34]=[CH:33][CH:32]=[CH:31][CH:30]=1.O, predict the reaction product. The product is: [CH3:1][O:2][C:3]1[CH:4]=[CH:5][C:6]([CH2:7][N:8]2[C:12]3=[N:13][CH:14]=[C:15]4[C:19](=[O:20])[N:18]([CH2:27][CH2:28][C:29]5[CH:34]=[CH:33][CH:32]=[CH:31][CH:30]=5)[C:17](=[O:21])[C:16]4=[C:11]3[CH:10]=[N:9]2)=[CH:22][CH:23]=1. (3) Given the reactants C(OC(=O)[NH:7][C:8]1([C:11]2[S:12][C:13]([C:16]3[C:25]([CH3:26])=[C:24]4[C:19]([C:20](=[O:31])[NH:21][C:22](=[O:30])[N:23]4[CH:27]4[CH2:29][CH2:28]4)=[CH:18][C:17]=3[F:32])=[CH:14][CH:15]=2)[CH2:10][CH2:9]1)(C)(C)C.[ClH:34], predict the reaction product. The product is: [ClH:34].[NH2:7][C:8]1([C:11]2[S:12][C:13]([C:16]3[C:25]([CH3:26])=[C:24]4[C:19]([C:20](=[O:31])[NH:21][C:22](=[O:30])[N:23]4[CH:27]4[CH2:28][CH2:29]4)=[CH:18][C:17]=3[F:32])=[CH:14][CH:15]=2)[CH2:9][CH2:10]1. (4) The product is: [F:1][C:2]1[CH:3]=[CH:4][C:5]([O:6][CH2:7][C:8]2[C:9]([CH2:21][OH:20])=[C:10]([OH:18])[C:11]([C:14]([O:16][CH3:17])=[O:15])=[N:12][CH:13]=2)=[CH:24][CH:25]=1. Given the reactants [F:1][C:2]1[CH:25]=[CH:24][C:5]([O:6][CH2:7][C:8]2[CH:13]=[N:12][C:11]([C:14]([O:16][CH3:17])=[O:15])=[C:10]3[O:18]C(C)(C)[O:20][CH2:21][C:9]=23)=[CH:4][CH:3]=1, predict the reaction product. (5) Given the reactants [C:1]([O:5][C:6](=[O:33])[N:7]([CH2:24][C:25]1[CH:30]=[CH:29][C:28]([O:31][CH3:32])=[CH:27][CH:26]=1)[C:8]1[CH:13]=[C:12]([CH2:14][C@H:15]2[C:18](=[O:19])[NH:17][C@@H:16]2[CH:20]=[N:21][O:22][CH3:23])[CH:11]=[CH:10][N:9]=1)([CH3:4])([CH3:3])[CH3:2].C(N(CC)CC)C.[N:41]([C@@H:44]([C:46]1[CH:51]=[CH:50][CH:49]=[CH:48][CH:47]=1)[CH3:45])=[C:42]=[O:43], predict the reaction product. The product is: [C:1]([O:5][C:6](=[O:33])[N:7]([CH2:24][C:25]1[CH:26]=[CH:27][C:28]([O:31][CH3:32])=[CH:29][CH:30]=1)[C:8]1[CH:13]=[C:12]([CH2:14][C@H:15]2[C:18](=[O:19])[N:17]([C:42](=[O:43])[NH:41][C@@H:44]([C:46]3[CH:51]=[CH:50][CH:49]=[CH:48][CH:47]=3)[CH3:45])[C@@H:16]2[CH:20]=[N:21][O:22][CH3:23])[CH:11]=[CH:10][N:9]=1)([CH3:3])([CH3:4])[CH3:2].